From a dataset of Peptide-MHC class I binding affinity with 185,985 pairs from IEDB/IMGT. Regression. Given a peptide amino acid sequence and an MHC pseudo amino acid sequence, predict their binding affinity value. This is MHC class I binding data. (1) The peptide sequence is QLSDHPMVK. The MHC is HLA-A03:01 with pseudo-sequence HLA-A03:01. The binding affinity (normalized) is 0.539. (2) The peptide sequence is DRYRRIHSL. The MHC is HLA-A31:01 with pseudo-sequence HLA-A31:01. The binding affinity (normalized) is 0.139. (3) The peptide sequence is KCNPNLHYW. The MHC is HLA-B39:01 with pseudo-sequence HLA-B39:01. The binding affinity (normalized) is 0.0847. (4) The peptide sequence is LGMSLNFPI. The MHC is Mamu-B52 with pseudo-sequence Mamu-B52. The binding affinity (normalized) is 0.892. (5) The peptide sequence is TLEDDRERL. The MHC is HLA-A02:01 with pseudo-sequence HLA-A02:01. The binding affinity (normalized) is 0.0476. (6) The peptide sequence is TPRKKNYHF. The MHC is HLA-B08:01 with pseudo-sequence HLA-B08:01. The binding affinity (normalized) is 0.597. (7) The peptide sequence is ISSGETRSF. The MHC is HLA-A69:01 with pseudo-sequence HLA-A69:01. The binding affinity (normalized) is 0.0847. (8) The peptide sequence is TTDDSTSYY. The MHC is HLA-A69:01 with pseudo-sequence HLA-A69:01. The binding affinity (normalized) is 0.0847. (9) The peptide sequence is FISTPPLVRL. The MHC is Mamu-A07 with pseudo-sequence Mamu-A07. The binding affinity (normalized) is 0.119. (10) The peptide sequence is VIANSTNAT. The MHC is HLA-A29:02 with pseudo-sequence HLA-A29:02. The binding affinity (normalized) is 0.0847.